From a dataset of Full USPTO retrosynthesis dataset with 1.9M reactions from patents (1976-2016). Predict the reactants needed to synthesize the given product. (1) Given the product [CH:1]([NH:4][C:5]([C:7]1[C:15]2[C:10](=[N:11][CH:12]=[C:13]([C:16]3[C:24]4[C:19](=[CH:20][CH:21]=[C:22]([O:25][C:26]([F:29])([F:27])[F:28])[CH:23]=4)[N:18]([CH3:30])[N:17]=3)[N:14]=2)[NH:9][CH:8]=1)=[O:6])([CH3:3])[CH3:2], predict the reactants needed to synthesize it. The reactants are: [CH:1]([NH:4][C:5]([C:7]1[C:15]2[C:10](=[N:11][CH:12]=[C:13]([C:16]3[C:24]4[C:19](=[CH:20][CH:21]=[C:22]([O:25][C:26]([F:29])([F:28])[F:27])[CH:23]=4)[N:18]([CH3:30])[N:17]=3)[N:14]=2)[N:9](COCC[Si](C)(C)C)[CH:8]=1)=[O:6])([CH3:3])[CH3:2].C(O)(C(F)(F)F)=O. (2) Given the product [ClH:26].[CH3:1][O:2][C:3](=[O:22])[C@H:4]([CH2:13][C:14]1[CH:19]=[CH:18][CH:17]=[C:16]([C:20]#[N:21])[CH:15]=1)[NH2:5], predict the reactants needed to synthesize it. The reactants are: [CH3:1][O:2][C:3](=[O:22])[C@H:4]([CH2:13][C:14]1[CH:19]=[CH:18][CH:17]=[C:16]([C:20]#[N:21])[CH:15]=1)[NH:5]C(OC(C)(C)C)=O.C([Cl:26])(=O)C. (3) The reactants are: [CH3:1][C:2]1[S:3][CH:4]=[C:5]([C:7]([NH:9][C:10]2[CH:18]=[C:17]([Sn](C)(C)C)[CH:16]=[C:15]3[C:11]=2[CH:12]=[N:13][N:14]3S(C2C=CC=CC=2)(=O)=O)=[O:8])[N:6]=1.Br[C:33]1[CH:34]=[C:35]([NH2:39])[CH:36]=[N:37][CH:38]=1.C(O)(C(F)(F)F)=O. Given the product [NH2:39][C:35]1[CH:34]=[C:33]([C:17]2[CH:16]=[C:15]3[C:11]([CH:12]=[N:13][NH:14]3)=[C:10]([NH:9][C:7]([C:5]3[N:6]=[C:2]([CH3:1])[S:3][CH:4]=3)=[O:8])[CH:18]=2)[CH:38]=[N:37][CH:36]=1, predict the reactants needed to synthesize it. (4) Given the product [C:1]([O:9][CH2:10][C:11]1[CH:16]=[CH:15][CH:14]=[CH:13][C:12]=1[C:17]1[O:22][C:20]([CH3:21])=[CH:19][N:18]=1)(=[O:8])[C:2]1[CH:3]=[CH:4][CH:5]=[CH:6][CH:7]=1, predict the reactants needed to synthesize it. The reactants are: [C:1]([O:9][CH2:10][C:11]1[CH:16]=[CH:15][CH:14]=[CH:13][C:12]=1[C:17](=[O:22])[NH:18][CH2:19][C:20]#[CH:21])(=[O:8])[C:2]1[CH:7]=[CH:6][CH:5]=[CH:4][CH:3]=1.